Dataset: Experimentally validated miRNA-target interactions with 360,000+ pairs, plus equal number of negative samples. Task: Binary Classification. Given a miRNA mature sequence and a target amino acid sequence, predict their likelihood of interaction. (1) The miRNA is mmu-miR-466l-5p with sequence UUGUGUGUACAUGUACAUGUAU. The protein sequence of the target gene is MASKPEKRVASSVFITLAPPRRDVAVSEEVGQAACEARRARPWEMLPTKTPGAAVGRSPKTWTPSGKTNASLSGVTPQLSNGGCSLPPPSLNEEDLDLPPPPPPPSAYLPLPEEEPPVLPGKSLISDLEQLHLPPPPPPPPPQAPSKGSSVHPPPGHAIPSEEELPPPPEEPVTLPEREVSTDVCGFCHKPVSPRELAVEAMKRQYHAQCFTCRTCRRQLAGQRFYQKDGRPLCEPCYQDTLEKCGKCGEVVQEHVIRALGKAFHPPCFTCVTCARCISDESFALDSQNQVYCVADFYRK.... Result: 1 (interaction). (2) The miRNA is hsa-miR-203a-3p with sequence GUGAAAUGUUUAGGACCACUAG. The protein sequence of the target gene is MAAWSPAAAAPLLRGIRGLPLHHRMFATQTEGELRVTQILKEKFPRATAIKVTDISGGCGAMYEIKIESEEFKEKRTVQQHQMVNQALKEEIKEMHGLRIFTSVPKR. Result: 1 (interaction).